From a dataset of Catalyst prediction with 721,799 reactions and 888 catalyst types from USPTO. Predict which catalyst facilitates the given reaction. (1) Reactant: [CH3:1][C:2]([CH3:28])([CH2:4][NH:5][C:6]([CH2:8][C@@H:9]1[CH2:27][CH2:26][C@@:12]2([O:16][C@:15]3([CH:21]4[CH2:22][CH:23]5[CH2:25][CH:19]([CH2:20]4)[CH2:18][CH:17]3[CH2:24]5)[O:14][O:13]2)[CH2:11][CH2:10]1)=[O:7])[NH2:3].C1(P(C2C=CC=CC=2)C2C=CC=CC=2)C=CC=CC=1.C[Si](N=[N+]=[N-])(C)C.N(C(OC(C)C)=O)=NC(OC(C)C)=O. Product: [CH3:1][C:2]([CH3:28])([CH2:4][NH:5][C:6]([CH2:8][C@@H:9]1[CH2:27][CH2:26][C@:12]2([O:16][C:15]3([CH:21]4[CH2:20][CH:19]5[CH2:25][CH:23]([CH2:22]4)[CH2:24][CH:17]3[CH2:18]5)[O:14][O:13]2)[CH2:11][CH2:10]1)=[O:7])[NH2:3]. The catalyst class is: 20. (2) Reactant: [CH:1]([C:5]1[CH:10]=[CH:9][CH:8]=[CH:7][C:6]=1[NH:11][C:12]([NH2:14])=[S:13])([CH2:3][CH3:4])[CH3:2].Br[CH2:16][C:17](OC)=[O:18].[N+](C1C=CC([N:30]([C:34]2[CH:39]=[CH:38][C:37]([C:40]3[N:44]=[CH:43][N:42]([C:45]4[CH:50]=[CH:49][C:48]([O:51][C:52]([F:55])([F:54])[F:53])=[CH:47][CH:46]=4)[N:41]=3)=[CH:36][CH:35]=2)[C:31](=O)[O-:32])=CC=1)([O-])=O.CCN(C(C)C)C(C)C. Product: [CH:1]([C:5]1[CH:10]=[CH:9][CH:8]=[CH:7][C:6]=1[N:11]1[C:17](=[O:18])[CH2:16][S:13]/[C:12]/1=[N:14]\[C:31]([NH:30][C:34]1[CH:39]=[CH:38][C:37]([C:40]2[N:44]=[CH:43][N:42]([C:45]3[CH:50]=[CH:49][C:48]([O:51][C:52]([F:53])([F:54])[F:55])=[CH:47][CH:46]=3)[N:41]=2)=[CH:36][CH:35]=1)=[O:32])([CH2:3][CH3:4])[CH3:2]. The catalyst class is: 883. (3) Product: [CH3:24][S:25]([O:16][CH2:15][CH2:14][CH:9]1[CH2:10][CH2:11][CH2:12][CH2:13][N:8]1[C:6]([O:5][C:1]([CH3:4])([CH3:3])[CH3:2])=[O:7])(=[O:27])=[O:26]. The catalyst class is: 2. Reactant: [C:1]([O:5][C:6]([N:8]1[CH2:13][CH2:12][CH2:11][CH2:10][CH:9]1[CH2:14][CH2:15][OH:16])=[O:7])([CH3:4])([CH3:3])[CH3:2].C(N(CC)CC)C.[CH3:24][S:25](Cl)(=[O:27])=[O:26].